From a dataset of Full USPTO retrosynthesis dataset with 1.9M reactions from patents (1976-2016). Predict the reactants needed to synthesize the given product. (1) The reactants are: [F:1][C:2]1[CH:16]=[C:15]([F:17])[CH:14]=[CH:13][C:3]=1[CH2:4][O:5][C:6]1[CH:11]=[CH:10][NH:9][C:8](=[O:12])[CH:7]=1.Br[C:19]1[CH:20]=[CH:21][C:22]2[C:31]3[CH2:30][CH2:29][N:28](C(OC(C)(C)C)=O)[CH2:27][CH2:26][C:25]=3[N:24]([CH3:39])[C:23]=2[N:40]=1.OC1C=CC=C2C=1N=CC=C2.C([O-])([O-])=O.[Cs+].[Cs+].[ClH:58]. Given the product [ClH:58].[F:1][C:2]1[CH:16]=[C:15]([F:17])[CH:14]=[CH:13][C:3]=1[CH2:4][O:5][C:6]1[CH:11]=[CH:10][N:9]([C:19]2[CH:20]=[CH:21][C:22]3[C:31]4[CH2:30][CH2:29][NH:28][CH2:27][CH2:26][C:25]=4[N:24]([CH3:39])[C:23]=3[N:40]=2)[C:8](=[O:12])[CH:7]=1, predict the reactants needed to synthesize it. (2) Given the product [OH:20][C:18]1[CH:19]=[C:10]([C:6]2[CH:7]=[CH:8][CH:9]=[C:4]([CH2:3][O:2][CH3:1])[CH:5]=2)[CH:11]=[C:12]2[C:17]=1[N:16]=[CH:15][NH:14][C:13]2=[O:37], predict the reactants needed to synthesize it. The reactants are: [CH3:1][O:2][CH2:3][C:4]1[CH:5]=[C:6]([C:10]2[CH:11]=[C:12]3[C:17](=[C:18]([O:20]COCC[Si](C)(C)C)[CH:19]=2)[N:16]=[CH:15][N:14](COCC[Si](C)(C)C)[C:13]3=[O:37])[CH:7]=[CH:8][CH:9]=1. (3) The reactants are: C([O:8][C:9]1[CH:14]=[CH:13][C:12]([C:15]([CH3:18])([CH3:17])[CH3:16])=[CH:11][C:10]=1[C:19]([CH3:23])([CH3:22])[C:20]#[N:21])C1C=CC=CC=1. Given the product [C:15]([C:12]1[CH:13]=[CH:14][C:9]([OH:8])=[C:10]([C:19]([CH3:23])([CH3:22])[C:20]#[N:21])[CH:11]=1)([CH3:18])([CH3:16])[CH3:17], predict the reactants needed to synthesize it. (4) Given the product [Cl:19][C:20]1[CH:21]=[C:22]2[C:26](=[CH:27][CH:28]=1)[NH:25][CH:24]=[C:23]2[CH2:29][CH2:30][NH:31][C:7](=[O:9])[C:6]1[CH:5]=[CH:4][C:3]([NH:2][C:12]2[CH:13]=[CH:14][CH:15]=[CH:16][CH:17]=2)=[CH:11][CH:10]=1, predict the reactants needed to synthesize it. The reactants are: C[N:2]([C:12]1[CH:17]=[CH:16][CH:15]=[CH:14][CH:13]=1)[C:3]1[CH:11]=[CH:10][C:6]([C:7]([OH:9])=O)=[CH:5][CH:4]=1.Cl.[Cl:19][C:20]1[CH:21]=[C:22]2[C:26](=[CH:27][CH:28]=1)[NH:25][CH:24]=[C:23]2[CH2:29][CH2:30][NH2:31].CN(C(ON1N=NC2C=CC=NC1=2)=[N+](C)C)C.F[P-](F)(F)(F)(F)F.C(N(CC)C(C)C)(C)C. (5) The reactants are: [CH3:1][O:2][C:3](=[O:22])[C:4]1[C:9]([CH3:10])=[CH:8][C:7]([C:11]2[CH:16]=[CH:15][CH:14]=[C:13]([C:17]([F:20])([F:19])[F:18])[CH:12]=2)=[N:6][C:5]=1[OH:21].[CH3:23]OC(C1C(=O)NC(C2C=CC=C(C(F)(F)F)C=2)=CC=1C)=O.C(=O)([O-])[O-].[Cs+].[Cs+].IC. Given the product [CH3:1][O:2][C:3]([C:4]1[C:5](=[O:21])[N:6]([CH3:23])[C:7]([C:11]2[CH:16]=[CH:15][CH:14]=[C:13]([C:17]([F:18])([F:19])[F:20])[CH:12]=2)=[CH:8][C:9]=1[CH3:10])=[O:22], predict the reactants needed to synthesize it. (6) Given the product [Cl:1][C:2]1[CH:3]=[CH:4][C:5]2[N:6]([C:8]([C:11]3[S:15][C:14]4[C:16]([OH:20])=[CH:17][CH:18]=[CH:19][C:13]=4[CH:12]=3)=[CH:9][N:10]=2)[N:7]=1, predict the reactants needed to synthesize it. The reactants are: [Cl:1][C:2]1[CH:3]=[CH:4][C:5]2[N:6]([C:8]([C:11]3[S:15][C:14]4[C:16]([O:20]C)=[CH:17][CH:18]=[CH:19][C:13]=4[CH:12]=3)=[CH:9][N:10]=2)[N:7]=1.B(Br)(Br)Br.CO. (7) Given the product [Cl:1][C:2]1[CH:3]=[C:4]([N:12]([CH2:23][CH3:24])[CH:13]2[CH2:14][CH2:15][N:16]([CH2:19][CH2:20][O:21][CH3:22])[CH2:17][CH2:18]2)[C:5]([CH3:11])=[C:6]([CH:10]=1)[C:7]([NH:65][CH2:64][C:61]1[C:60]([O:66][CH3:67])=[N:59][N:58]([CH2:56][CH3:57])[C:62]=1[CH3:63])=[O:8], predict the reactants needed to synthesize it. The reactants are: [Cl:1][C:2]1[CH:3]=[C:4]([N:12]([CH2:23][CH3:24])[CH:13]2[CH2:18][CH2:17][N:16]([CH2:19][CH2:20][O:21][CH3:22])[CH2:15][CH2:14]2)[C:5]([CH3:11])=[C:6]([CH:10]=1)[C:7](O)=[O:8].CN(C(ON1N=NC2C=CC=CC1=2)=[N+](C)C)C.[B-](F)(F)(F)F.CCN(C(C)C)C(C)C.[CH2:56]([N:58]1[C:62]([CH3:63])=[C:61]([CH2:64][NH2:65])[C:60]([O:66][CH3:67])=[N:59]1)[CH3:57]. (8) Given the product [CH3:10][N:7]1[C:8](=[O:9])[C@@H:2]([NH:1][C:25](=[O:26])[CH2:24][C:23]([NH:22][CH2:21][C:20]([F:33])([F:19])[C:29]([F:30])([F:32])[F:31])=[O:28])[C:3]2[CH:18]=[CH:17][CH:16]=[CH:15][C:4]=2[C:5]2[CH:14]=[CH:13][CH:12]=[CH:11][C:6]1=2, predict the reactants needed to synthesize it. The reactants are: [NH2:1][C@@H:2]1[C:8](=[O:9])[N:7]([CH3:10])[C:6]2[CH:11]=[CH:12][CH:13]=[CH:14][C:5]=2[C:4]2[CH:15]=[CH:16][CH:17]=[CH:18][C:3]1=2.[F:19][C:20]([F:33])([C:29]([F:32])([F:31])[F:30])[CH2:21][NH:22][C:23](=[O:28])[CH2:24][C:25](O)=[O:26]. (9) The reactants are: [O:1]=[C:2]1[NH:15][C:13]2[C:14]3[CH:6]([CH2:7][N:8]([CH2:16][C:17]([O:19]C(C)(C)C)=[O:18])[C:9]=3[CH:10]=[CH:11][CH:12]=2)[CH2:5][CH2:4][CH2:3]1.[H-].[Na+].I[CH3:27]. Given the product [CH3:27][N:15]1[C:13]2[C:14]3[CH:6]([CH2:7][N:8]([CH2:16][C:17]([OH:19])=[O:18])[C:9]=3[CH:10]=[CH:11][CH:12]=2)[CH2:5][CH2:4][CH2:3][C:2]1=[O:1], predict the reactants needed to synthesize it. (10) Given the product [CH3:24][CH2:23][N:22]([CH:18]([CH3:19])[CH3:17])[CH:2]([CH3:3])[CH3:1].[CH:6]([N:22]([CH2:23][CH3:24])[CH:18]([CH3:19])[CH3:17])([CH3:7])[CH3:5], predict the reactants needed to synthesize it. The reactants are: [CH3:1][CH:2](O)[CH3:3].[CH3:5][CH:6](O)[CH3:7].CCOC(NC1C=[CH:17][C:18]([NH:22][CH2:23][C:24]2C=CC(F)=CC=2)=[CH:19]C=1N)=O.